This data is from Reaction yield outcomes from USPTO patents with 853,638 reactions. The task is: Predict the reaction yield, written as a fraction of the theoretical maximum amount of product (1.0 means a 100% yield; for example, 0.34 means a 34% yield). (1) The reactants are F[C:2]1[CH:7]=[C:6]([Br:8])[CH:5]=[CH:4][C:3]=1[N+:9]([O-:11])=[O:10].[NH3:12]. No catalyst specified. The product is [Br:8][C:6]1[CH:5]=[CH:4][C:3]([N+:9]([O-:11])=[O:10])=[C:2]([CH:7]=1)[NH2:12]. The yield is 0.970. (2) The reactants are C[O:2][C:3](=[O:31])/[CH:4]=[CH:5]/[C:6]1[CH:7]=[C:8]2[C:27](=[CH:28][CH:29]=1)[O:26][C:11]1([CH2:16][CH2:15][N:14]([CH2:17][CH2:18][CH2:19][C:20]3[CH:25]=[CH:24][CH:23]=[CH:22][CH:21]=3)[CH2:13][CH2:12]1)[CH2:10][C:9]2=[O:30].[OH-].[Na+]. No catalyst specified. The product is [C:20]1([CH2:19][CH2:18][CH2:17][N:14]2[CH2:15][CH2:16][C:11]3([CH2:10][C:9](=[O:30])[C:8]4[C:27](=[CH:28][CH:29]=[C:6](/[CH:5]=[CH:4]/[C:3]([OH:31])=[O:2])[CH:7]=4)[O:26]3)[CH2:12][CH2:13]2)[CH:25]=[CH:24][CH:23]=[CH:22][CH:21]=1. The yield is 0.980. (3) The catalyst is C(Cl)Cl. The reactants are [O:1]=[C:2]([CH2:8][C:9]([O:11][CH3:12])=[O:10])[CH2:3][C:4]([O:6][CH3:7])=[O:5].[CH2:13](O)[CH2:14][OH:15].C[Si](Cl)(C)C. The product is [O:1]1[CH2:13][CH2:14][O:15][C:2]1([CH2:3][C:4]([O:6][CH3:7])=[O:5])[CH2:8][C:9]([O:11][CH3:12])=[O:10]. The yield is 0.500. (4) The reactants are [Na].[C:2]([O:11][CH2:12][CH3:13])(=[O:10])[CH2:3][CH2:4][C:5]([O:7][CH2:8][CH3:9])=[O:6].[CH:14](OCC)=[O:15].O. The catalyst is C(OCC)C. The product is [CH:14]([CH:3]([CH2:4][C:5]([O:7][CH2:8][CH3:9])=[O:6])[C:2]([O:11][CH2:12][CH3:13])=[O:10])=[O:15]. The yield is 0.540. (5) The reactants are [Si]([O:18][CH:19]1[CH2:23][CH2:22][N:21]([C:24]2[CH:29]=[CH:28][CH:27]=[CH:26][C:25]=2[S:30]([NH:33][C:34]2[S:35][CH:36]=[CH:37][N:38]=2)(=[O:32])=[O:31])[C:20]1=[O:39])(C(C)(C)C)(C1C=CC=CC=1)C1C=CC=CC=1.[F-].C([N+](CCCC)(CCCC)CCCC)CCC.O. The catalyst is C1COCC1. The product is [OH:18][CH:19]1[CH2:23][CH2:22][N:21]([C:24]2[CH:29]=[CH:28][CH:27]=[CH:26][C:25]=2[S:30]([NH:33][C:34]2[S:35][CH:36]=[CH:37][N:38]=2)(=[O:31])=[O:32])[C:20]1=[O:39]. The yield is 0.760. (6) The reactants are Cl.[CH3:2][NH:3][CH3:4].[CH2:5]([O:23][C:24]1[CH:25]=[C:26]([CH:29]=[CH:30][C:31]=1[O:32][CH2:33][CH2:34][CH2:35][CH2:36][CH2:37][CH2:38][CH2:39][CH2:40]/[CH:41]=[CH:42]\[CH2:43]/[CH:44]=[CH:45]\[CH2:46][CH2:47][CH2:48][CH2:49][CH3:50])[CH:27]=O)[CH2:6][CH2:7][CH2:8][CH2:9][CH2:10][CH2:11][CH2:12]/[CH:13]=[CH:14]\[CH2:15]/[CH:16]=[CH:17]\[CH2:18][CH2:19][CH2:20][CH2:21][CH3:22].[BH4-].[Na+].N. The catalyst is C(O)C.CC(C)[O-].CC(C)[O-].CC(C)[O-].CC(C)[O-].[Ti+4].ClCCl. The product is [CH3:2][N:3]([CH2:27][C:26]1[CH:29]=[CH:30][C:31]([O:32][CH2:33][CH2:34][CH2:35][CH2:36][CH2:37][CH2:38][CH2:39][CH2:40]/[CH:41]=[CH:42]\[CH2:43]/[CH:44]=[CH:45]\[CH2:46][CH2:47][CH2:48][CH2:49][CH3:50])=[C:24]([O:23][CH2:5][CH2:6][CH2:7][CH2:8][CH2:9][CH2:10][CH2:11][CH2:12]/[CH:13]=[CH:14]\[CH2:15]/[CH:16]=[CH:17]\[CH2:18][CH2:19][CH2:20][CH2:21][CH3:22])[CH:25]=1)[CH3:4]. The yield is 0.740.